Dataset: Forward reaction prediction with 1.9M reactions from USPTO patents (1976-2016). Task: Predict the product of the given reaction. (1) The product is: [CH:7]([O:10][C:11]1[CH:16]=[CH:15][C:14]([CH:17]2[CH2:22][C:21]([CH3:1])([S:23]([C:26]3[CH:31]=[CH:30][CH:29]=[C:28]([C:32]([F:33])([F:35])[F:34])[CH:27]=3)(=[O:25])=[O:24])[CH2:20][CH2:19][O:18]2)=[CH:13][N:12]=1)([CH3:9])[CH3:8]. Given the reactants [CH3:1]C([O-])(C)C.[K+].[CH:7]([O:10][C:11]1[CH:16]=[CH:15][C:14]([CH:17]2[CH2:22][CH:21]([S:23]([C:26]3[CH:31]=[CH:30][CH:29]=[C:28]([C:32]([F:35])([F:34])[F:33])[CH:27]=3)(=[O:25])=[O:24])[CH2:20][CH2:19][O:18]2)=[CH:13][N:12]=1)([CH3:9])[CH3:8], predict the reaction product. (2) The product is: [O:1]([CH:8]([C:11]1[CH:12]=[CH:13][C:14]([C:15]([OH:17])=[O:16])=[CH:19][CH:20]=1)[CH2:9][CH3:10])[C:2]1[CH:3]=[CH:4][CH:5]=[CH:6][CH:7]=1. Given the reactants [O:1]([CH:8]([C:11]1[CH:20]=[CH:19][C:14]([C:15]([O:17]C)=[O:16])=[CH:13][CH:12]=1)[CH2:9][CH3:10])[C:2]1[CH:7]=[CH:6][CH:5]=[CH:4][CH:3]=1.O1CCCC1.CO.Cl, predict the reaction product. (3) Given the reactants [CH2:1]1[C:9]2[C:4](=[CH:5][CH:6]=[CH:7][CH:8]=2)[CH2:3][N:2]1[C:10]1[C:19]2[C:14](=[CH:15][CH:16]=[C:17]([C:20]3[CH:21]=[C:22]4[CH:28]=[CH:27][N:26]([Si](C(C)C)(C(C)C)C(C)C)[C:23]4=[N:24][CH:25]=3)[CH:18]=2)[N:13]=[CH:12][N:11]=1.[F-].[Cs+], predict the reaction product. The product is: [CH2:3]1[C:4]2[C:9](=[CH:8][CH:7]=[CH:6][CH:5]=2)[CH2:1][N:2]1[C:10]1[C:19]2[C:14](=[CH:15][CH:16]=[C:17]([C:20]3[CH:21]=[C:22]4[CH:28]=[CH:27][NH:26][C:23]4=[N:24][CH:25]=3)[CH:18]=2)[N:13]=[CH:12][N:11]=1. (4) Given the reactants C[O:2][C:3](=[O:22])[CH2:4][CH2:5][N:6]1[C:11]2[CH:12]=[C:13]([Cl:17])[CH:14]=[C:15]([Cl:16])[C:10]=2[O:9][C@@H:8]([CH:18]([CH3:20])[CH3:19])[C:7]1=[O:21].[OH-].[Na+], predict the reaction product. The product is: [Cl:17][C:13]1[CH:14]=[C:15]([Cl:16])[C:10]2[O:9][C@@H:8]([CH:18]([CH3:20])[CH3:19])[C:7](=[O:21])[N:6]([CH2:5][CH2:4][C:3]([OH:22])=[O:2])[C:11]=2[CH:12]=1.